This data is from Reaction yield outcomes from USPTO patents with 853,638 reactions. The task is: Predict the reaction yield, written as a fraction of the theoretical maximum amount of product (1.0 means a 100% yield; for example, 0.34 means a 34% yield). The reactants are [NH2:1][C:2]1[C:7]2=[C:8]([C:14]3[CH:19]=[CH:18][C:17]([NH:20][C:21]4[NH:25][C:24]5[C:26]([F:31])=[CH:27][C:28]([F:30])=[CH:29][C:23]=5[N:22]=4)=[CH:16][CH:15]=3)[C:9]([C:11](O)=[O:12])=[CH:10][N:6]2[N:5]=[CH:4][N:3]=1.[C:32]([NH2:36])([CH3:35])([CH3:34])[CH3:33].CN1CCOCC1. The catalyst is CN(C=O)C. The product is [NH2:1][C:2]1[C:7]2=[C:8]([C:14]3[CH:19]=[CH:18][C:17]([NH:20][C:21]4[NH:25][C:24]5[C:26]([F:31])=[CH:27][C:28]([F:30])=[CH:29][C:23]=5[N:22]=4)=[CH:16][CH:15]=3)[C:9]([C:11]([NH:36][C:32]([CH3:35])([CH3:34])[CH3:33])=[O:12])=[CH:10][N:6]2[N:5]=[CH:4][N:3]=1. The yield is 0.890.